Task: Regression. Given a peptide amino acid sequence and an MHC pseudo amino acid sequence, predict their binding affinity value. This is MHC class I binding data.. Dataset: Peptide-MHC class I binding affinity with 185,985 pairs from IEDB/IMGT (1) The peptide sequence is RYFTVAFLF. The MHC is HLA-B51:01 with pseudo-sequence HLA-B51:01. The binding affinity (normalized) is 0.213. (2) The peptide sequence is RPQVPLRPMTY. The MHC is HLA-B27:05 with pseudo-sequence HLA-B27:05. The binding affinity (normalized) is 0.153.